From a dataset of Forward reaction prediction with 1.9M reactions from USPTO patents (1976-2016). Predict the product of the given reaction. (1) Given the reactants [N:1]1[CH:6]=[CH:5][CH:4]=[C:3]([C:7]2[CH:15]=[CH:14][C:10]([C:11]([OH:13])=O)=[CH:9][CH:8]=2)[CH:2]=1.[CH3:16][O:17][C:18](=[O:34])[CH:19]([CH:29]1[CH2:33][CH2:32][CH2:31][NH:30]1)[CH2:20][C:21]1[CH:26]=[CH:25][CH:24]=[C:23]([C:27]#[N:28])[CH:22]=1, predict the reaction product. The product is: [CH3:16][O:17][C:18](=[O:34])[CH:19]([CH:29]1[CH2:33][CH2:32][CH2:31][N:30]1[C:11](=[O:13])[C:10]1[CH:9]=[CH:8][C:7]([C:3]2[CH:2]=[N:1][CH:6]=[CH:5][CH:4]=2)=[CH:15][CH:14]=1)[CH2:20][C:21]1[CH:26]=[CH:25][CH:24]=[C:23]([C:27]#[N:28])[CH:22]=1. (2) Given the reactants [Cl:1][C:2]1[CH:7]=[CH:6][C:5]([C:8]2[N:12]([CH:13]([CH3:15])[CH3:14])[C:11]([NH2:16])=[CH:10][N:9]=2)=[CH:4][CH:3]=1.[CH3:17][C:18]1[N:19]([CH:27]([CH3:31])[C:28](O)=[O:29])[CH:20]=[C:21]([C:23]([F:26])([F:25])[F:24])[N:22]=1.CN(C(ON1N=NC2C=CC=NC1=2)=[N+](C)C)C.F[P-](F)(F)(F)(F)F.CCN(CC)CC, predict the reaction product. The product is: [Cl:1][C:2]1[CH:3]=[CH:4][C:5]([C:8]2[N:12]([CH:13]([CH3:14])[CH3:15])[C:11]([NH:16][C:28](=[O:29])[CH:27]([N:19]3[CH:20]=[C:21]([C:23]([F:24])([F:26])[F:25])[N:22]=[C:18]3[CH3:17])[CH3:31])=[CH:10][N:9]=2)=[CH:6][CH:7]=1. (3) The product is: [C:20]1([N:18]2[CH:19]=[C:15]([CH2:14][O:1][C:2]3[CH:11]=[C:10]4[C:5]([C:6](=[O:12])[CH:7]=[CH:8][O:9]4)=[CH:4][CH:3]=3)[CH:16]=[N:17]2)[CH:25]=[CH:24][CH:23]=[CH:22][CH:21]=1. Given the reactants [OH:1][C:2]1[CH:11]=[C:10]2[C:5]([C:6](=[O:12])[CH:7]=[CH:8][O:9]2)=[CH:4][CH:3]=1.Cl[CH2:14][C:15]1[CH:16]=[N:17][N:18]([C:20]2[CH:25]=[CH:24][CH:23]=[CH:22][CH:21]=2)[CH:19]=1.C(=O)([O-])[O-].[K+].[K+].[I-].[K+], predict the reaction product. (4) Given the reactants Br[C:2]1[CH:7]=[C:6]([Cl:8])[CH:5]=[CH:4][C:3]=1[C:9]([N:11]1[CH2:16][CH2:15][N:14]([C:17]2[C:22]([CH3:23])=[CH:21][C:20]([CH3:24])=[CH:19][N:18]=2)[CH2:13][CH2:12]1)=[O:10].[CH3:25][N:26]1[C:30](=[O:31])[CH2:29][NH:28][C:27]1=[O:32], predict the reaction product. The product is: [Cl:8][C:6]1[CH:5]=[CH:4][C:3]([C:9]([N:11]2[CH2:16][CH2:15][N:14]([C:17]3[C:22]([CH3:23])=[CH:21][C:20]([CH3:24])=[CH:19][N:18]=3)[CH2:13][CH2:12]2)=[O:10])=[C:2]([N:28]2[CH2:29][C:30](=[O:31])[N:26]([CH3:25])[C:27]2=[O:32])[CH:7]=1. (5) Given the reactants [CH3:1][C:2]1[CH:7]=[CH:6][CH:5]=[CH:4][C:3]=1[C:8](=[O:13])[C:9]([NH:11][CH3:12])=[O:10].[BH4-].[Na+], predict the reaction product. The product is: [CH3:1][C:2]1[CH:7]=[CH:6][CH:5]=[CH:4][C:3]=1[CH:8]([OH:13])[C:9]([NH:11][CH3:12])=[O:10]. (6) Given the reactants [C:1]([C:5]1[CH:11]=[CH:10][C:8]([NH2:9])=[CH:7][CH:6]=1)([CH3:4])([CH3:3])[CH3:2].[C:12]([C:16]1[CH:31]=[CH:30][CH:29]=[CH:28][C:17]=1[O:18][C:19]1[C:24]([N:25]=[C:26]=[S:27])=[CH:23][CH:22]=[CH:21][N:20]=1)([CH3:15])([CH3:14])[CH3:13], predict the reaction product. The product is: [C:12]([C:16]1[CH:31]=[CH:30][CH:29]=[CH:28][C:17]=1[O:18][C:19]1[C:24]([NH:25][C:26]([NH:9][C:8]2[CH:7]=[CH:6][C:5]([C:1]([CH3:4])([CH3:2])[CH3:3])=[CH:11][CH:10]=2)=[S:27])=[CH:23][CH:22]=[CH:21][N:20]=1)([CH3:15])([CH3:13])[CH3:14]. (7) Given the reactants CC1(C)C(C)(C)OB([C:9]2[CH:22]=[CH:21][C:20]3[C:19]4[C:14](=[CH:15][C:16](B5OC(C)(C)C(C)(C)O5)=[CH:17][CH:18]=4)[CH2:13][CH2:12][C:11]=3[CH:10]=2)O1.[C:33]([O:37][C:38]([N:40]1[CH2:44][CH2:43][CH2:42][CH:41]1[C:45]1[NH:46][CH:47]=[C:48](Br)[N:49]=1)=[O:39])([CH3:36])([CH3:35])[CH3:34].[C:51]([O-:54])(O)=[O:52].[Na+], predict the reaction product. The product is: [C:33]([O:37][C:38]([N:40]1[CH2:44][CH2:43][CH2:42][CH:41]1[C:45]1[NH:49][C:48]([C:9]2[CH:10]=[CH:11][C:20]3[C:19]4[C:14](=[CH:15][C:16]([C:48]5[NH:49][C:45]([CH:41]6[CH2:42][CH2:43][CH2:44][N:40]6[C:51]([O:54][C:33]([CH3:36])([CH3:35])[CH3:34])=[O:52])=[N:46][CH:47]=5)=[CH:17][CH:18]=4)[CH2:13][CH2:12][C:21]=3[CH:22]=2)=[CH:47][N:46]=1)=[O:39])([CH3:36])([CH3:35])[CH3:34].